This data is from Forward reaction prediction with 1.9M reactions from USPTO patents (1976-2016). The task is: Predict the product of the given reaction. (1) Given the reactants N1C=CC=CC=1C(O)=O.[NH2:10][C:11]1[C:16]([C:17]2[CH:22]=[CH:21][C:20]([OH:23])=[CH:19][CH:18]=2)=[CH:15][C:14]([CH3:24])=[CH:13][N:12]=1.P([O-])([O-])([O-])=O.[K+].[K+].[K+].Br[C:34]1[CH:39]=[CH:38][C:37]([F:40])=[C:36]([O:41][CH3:42])[CH:35]=1, predict the reaction product. The product is: [F:40][C:37]1[CH:38]=[CH:39][C:34]([O:23][C:20]2[CH:19]=[CH:18][C:17]([C:16]3[C:11]([NH2:10])=[N:12][CH:13]=[C:14]([CH3:24])[CH:15]=3)=[CH:22][CH:21]=2)=[CH:35][C:36]=1[O:41][CH3:42]. (2) Given the reactants [OH:1][C:2]1[CH:9]=[CH:8][C:7]([O:10][CH3:11])=[CH:6][C:3]=1[CH:4]=[O:5].Cl.Cl[CH2:14][CH2:15][N:16]1[CH2:21][CH2:20][CH2:19][CH2:18][CH2:17]1.C([O-])([O-])=O.[K+].[K+].[I-].[Na+], predict the reaction product. The product is: [CH3:11][O:10][C:7]1[CH:8]=[CH:9][C:2]([O:1][CH2:14][CH2:15][N:16]2[CH2:21][CH2:20][CH2:19][CH2:18][CH2:17]2)=[C:3]([CH:6]=1)[CH:4]=[O:5]. (3) Given the reactants [CH:1]1[C:13]2[CH2:12][C:11]3[C:6](=[CH:7][CH:8]=[CH:9][CH:10]=3)[C:5]=2[CH:4]=[CH:3][CH:2]=1.[OH:14]N1C(=O)N(O)C(=O)N(O)C1=O.[C:26]([OH:30])(=O)[CH2:27][CH3:28].O=O, predict the reaction product. The product is: [C:1]1(=[O:14])[C:13]2[C:5]([C:6]3[C:11]([CH:12]=2)=[CH:10][CH:9]=[CH:8][CH:7]=3)=[CH:4][CH:3]=[CH:2]1.[C:26]1([OH:30])[C:27]2[CH2:28][C:13]3[C:5](=[CH:4][CH:3]=[CH:2][CH:1]=3)[C:6]=2[CH:7]=[CH:8][CH:9]=1. (4) The product is: [C:1]([O:5][C:6]([N:8]1[CH2:12][C:11](=[N:13][O:14][CH2:15][C:38]2[CH:43]=[CH:42][C:41]([O:44][CH3:45])=[CH:40][CH:39]=2)[CH2:10][C@H:9]1[C:16]([OH:18])=[O:17])=[O:7])([CH3:4])([CH3:2])[CH3:3]. Given the reactants [C:1]([O:5][C:6]([N:8]1[CH2:12][C:11](=[N:13][O:14][CH3:15])[CH2:10][C@H:9]1[C:16]([OH:18])=[O:17])=[O:7])([CH3:4])([CH3:3])[CH3:2].C(OC(N1CC(=O)C[C@H]1C(O)=O)=O)(C)(C)C.NOC[C:38]1[CH:43]=[CH:42][C:41]([O:44][CH3:45])=[CH:40][CH:39]=1, predict the reaction product. (5) Given the reactants Cl[CH2:2][C:3]1[CH:4]=[C:5]([O:21][CH2:22][CH3:23])[C:6]2[C:15]3[NH:14][CH2:13][CH2:12][CH2:11][C:10]=3[C:9](=[O:16])[N:8]([CH2:17][O:18][CH3:19])[C:7]=2[CH:20]=1.[NH:24]1[CH2:29][CH2:28][O:27][CH2:26][CH2:25]1, predict the reaction product. The product is: [CH2:22]([O:21][C:5]1[C:6]2[C:15]3[NH:14][CH2:13][CH2:12][CH2:11][C:10]=3[C:9](=[O:16])[N:8]([CH2:17][O:18][CH3:19])[C:7]=2[CH:20]=[C:3]([CH2:2][N:24]2[CH2:29][CH2:28][O:27][CH2:26][CH2:25]2)[CH:4]=1)[CH3:23].